Dataset: Catalyst prediction with 721,799 reactions and 888 catalyst types from USPTO. Task: Predict which catalyst facilitates the given reaction. (1) Reactant: [N:1]([CH2:4][C:5]1[CH:12]=[CH:11][C:8]([CH:9]=[O:10])=[CH:7][CH:6]=1)=[N+:2]=[N-:3].[BH4-].[Na+]. Product: [N:1]([CH2:4][C:5]1[CH:12]=[CH:11][C:8]([CH2:9][OH:10])=[CH:7][CH:6]=1)=[N+:2]=[N-:3]. The catalyst class is: 125. (2) Reactant: Br[C:2]1[CH:10]=[C:9]2[C:5]([C:6]([CH3:18])=[N:7][N:8]2[C:11]2[CH:16]=[CH:15][N:14]=[C:13]([NH2:17])[N:12]=2)=[CH:4][CH:3]=1.N1CCCCC1.[C:25]([Si:27]([CH3:30])([CH3:29])[CH3:28])#[CH:26]. Product: [CH3:18][C:6]1[C:5]2[C:9](=[CH:10][C:2]([C:26]#[C:25][Si:27]([CH3:30])([CH3:29])[CH3:28])=[CH:3][CH:4]=2)[N:8]([C:11]2[CH:16]=[CH:15][N:14]=[C:13]([NH2:17])[N:12]=2)[N:7]=1. The catalyst class is: 205. (3) Reactant: B.[Cl:2][C:3]1[CH:8]=[CH:7][C:6]([C:9]2([C:12](O)=[O:13])[CH2:11][CH2:10]2)=[CH:5][CH:4]=1. Product: [Cl:2][C:3]1[CH:4]=[CH:5][C:6]([C:9]2([CH2:12][OH:13])[CH2:10][CH2:11]2)=[CH:7][CH:8]=1. The catalyst class is: 7.